From a dataset of Forward reaction prediction with 1.9M reactions from USPTO patents (1976-2016). Predict the product of the given reaction. (1) Given the reactants [OH:1][CH2:2][CH:3]1[O:8][CH2:7][CH2:6][NH:5][CH2:4]1.CCN(CC)CC.[Cl:16][C:17]1[N:18]=[C:19](Cl)[C:20]2[CH:25]=[CH:24][S:23][C:21]=2[N:22]=1, predict the reaction product. The product is: [Cl:16][C:17]1[N:18]=[C:19]([N:5]2[CH2:6][CH2:7][O:8][CH:3]([CH2:2][OH:1])[CH2:4]2)[C:20]2[CH:25]=[CH:24][S:23][C:21]=2[N:22]=1. (2) Given the reactants [CH3:1][N:2]1[C:7]2[CH:8]=[CH:9][CH:10]=[C:11]([CH2:12][CH:13]=O)[C:6]=2[O:5][CH2:4][C:3]1=[O:15].F[C:17]1[CH:26]=[C:25]2[C:20]([CH:21]=[CH:22][C:23]([CH3:27])=[N:24]2)=[C:19]([N:28]2[CH2:33][CH2:32][NH:31][CH2:30][CH2:29]2)[CH:18]=1.C(O[BH-](OC(=O)C)OC(=O)C)(=O)C.[Na+].[Cl:48]CCCl, predict the reaction product. The product is: [ClH:48].[CH3:1][N:2]1[C:7]2[CH:8]=[CH:9][CH:10]=[C:11]([CH2:12][CH2:13][N:31]3[CH2:32][CH2:33][N:28]([C:19]4[CH:18]=[CH:17][CH:26]=[C:25]5[C:20]=4[CH:21]=[CH:22][C:23]([CH3:27])=[N:24]5)[CH2:29][CH2:30]3)[C:6]=2[O:5][CH2:4][C:3]1=[O:15]. (3) Given the reactants C[CH:2]([C:4]1[CH:9]=[CH:8][C:7]([NH:10][C:11]2[CH:12]=[C:13]([C:17]([O:19][CH3:20])=[S:18])[S:14][C:15]=2[CH3:16])=[CH:6][CH:5]=1)C.N[C:22]1C=C(C(OC)=S)S[C:26]=1C.C(C1C=CC(B(O)O)=CC=1)(C)C, predict the reaction product. The product is: [CH3:2][C:4]1[CH:5]=[CH:6][C:7]([NH:10][C:11]2[CH:12]=[C:13]([C:17]([O:19][CH3:20])=[S:18])[S:14][C:15]=2[CH3:16])=[C:8]([CH2:22][CH3:26])[CH:9]=1. (4) Given the reactants [H-].[Na+].[CH3:3][C:4]1[CH:5]=[C:6]2[C:10](=[CH:11][CH:12]=1)[NH:9][N:8]=[C:7]2[C:13]1[C:22]2[C:17](=[CH:18][CH:19]=[CH:20][CH:21]=2)[N:16]=[CH:15][CH:14]=1.Br[CH2:24][C:25]([O:27][CH2:28][CH3:29])=[O:26], predict the reaction product. The product is: [CH3:3][C:4]1[CH:5]=[C:6]2[C:10](=[CH:11][CH:12]=1)[N:9]([CH2:24][C:25]([O:27][CH2:28][CH3:29])=[O:26])[N:8]=[C:7]2[C:13]1[C:22]2[C:17](=[CH:18][CH:19]=[CH:20][CH:21]=2)[N:16]=[CH:15][CH:14]=1. (5) Given the reactants COC(=O)[C:4]1[C:9]([NH:10][NH:11][C:12](OC(C)(C)C)=[O:13])=[CH:8][C:7]([F:19])=[C:6]([F:20])[C:5]=1[NH:21][C:22]1[CH:27]=[CH:26][CH:25]=[CH:24][C:23]=1[Cl:28].C(O)(C(F)(F)F)=O, predict the reaction product. The product is: [Cl:28][C:23]1[CH:24]=[CH:25][CH:26]=[CH:27][C:22]=1[NH:21][C:5]1[C:6]([F:20])=[C:7]([F:19])[CH:8]=[C:9]2[C:4]=1[C:12](=[O:13])[NH:11][NH:10]2. (6) Given the reactants [OH-:1].[Na+].Cl[C:4]1[CH:12]=[CH:11][N:10]=[C:9]2[C:5]=1[CH:6]=[CH:7][NH:8]2.[CH3:13]O, predict the reaction product. The product is: [CH3:13][O:1][C:4]1[CH:12]=[CH:11][N:10]=[C:9]2[C:5]=1[CH:6]=[CH:7][NH:8]2. (7) Given the reactants Br[CH2:2][C:3]1[CH:8]=[C:7]([N+:9]([O-:11])=[O:10])[CH:6]=[CH:5][C:4]=1[F:12].Cl.[CH3:14][NH:15][CH3:16].C(=O)([O-])[O-].[Cs+].[Cs+], predict the reaction product. The product is: [F:12][C:4]1[CH:5]=[CH:6][C:7]([N+:9]([O-:11])=[O:10])=[CH:8][C:3]=1[CH2:2][N:15]([CH3:16])[CH3:14].